From a dataset of Full USPTO retrosynthesis dataset with 1.9M reactions from patents (1976-2016). Predict the reactants needed to synthesize the given product. Given the product [CH3:34][N:35]1[CH2:40][CH2:39][N:38]([C:6]2[N:5]=[C:4](/[CH:12]=[CH:13]/[C:14]3[CH:19]=[CH:18][CH:17]=[CH:16][CH:15]=3)[N:3]=[C:2]([NH:27][C:28]3[NH:29][N:30]=[C:31]([CH3:33])[CH:32]=3)[C:7]=2[N+:8]([O-:10])=[O:9])[CH2:37][CH2:36]1, predict the reactants needed to synthesize it. The reactants are: Cl[C:2]1[C:7]([N+:8]([O-:10])=[O:9])=[C:6](Cl)[N:5]=[C:4](/[CH:12]=[CH:13]/[C:14]2[CH:19]=[CH:18][CH:17]=[CH:16][CH:15]=2)[N:3]=1.C(N(CC)CC)C.[NH2:27][C:28]1[CH:32]=[C:31]([CH3:33])[NH:30][N:29]=1.[CH3:34][N:35]1[CH2:40][CH2:39][NH:38][CH2:37][CH2:36]1.